From a dataset of Experimentally validated miRNA-target interactions with 360,000+ pairs, plus equal number of negative samples. Binary Classification. Given a miRNA mature sequence and a target amino acid sequence, predict their likelihood of interaction. (1) The miRNA is hsa-miR-3202 with sequence UGGAAGGGAGAAGAGCUUUAAU. The protein sequence of the target gene is MLPPPPRQPPPQARAARGAVRLQRPFLRSPLGVLRLLQLLAGAAFWITIATSKYQGPVHFALFVSVLFWLLTLGLYFLTLLGKHELVPVLGSRWLMVNVAHDVLAAALYGAATGIMSDQMQRHSYCNLKDYPLPCAYHAFLAAAVCGGVCHGLYLLSALYGCGRRCQGKQEVA. Result: 1 (interaction). (2) The miRNA is hsa-miR-125a-3p with sequence ACAGGUGAGGUUCUUGGGAGCC. The protein sequence of the target gene is MSAPPALQIREANAHLAAVHRRAAELEARLDAAERTVHAQAERLALHDQQLRAALDELGRAKDREIATLQEQLMTSEATVHSLQATVHQRDELIRQLQPRAELLQDICRRRPPLAGLLDALAEAERLGPLPASDPGHPPPGGPGPPLDNSTGEEADRDHLQPAVFGTTV. Result: 1 (interaction).